Dataset: Reaction yield outcomes from USPTO patents with 853,638 reactions. Task: Predict the reaction yield, written as a fraction of the theoretical maximum amount of product (1.0 means a 100% yield; for example, 0.34 means a 34% yield). (1) The reactants are C[O:2][C:3]([C:5]1[CH:14]=[C:13]([O:15][CH2:16][C:17](=[O:32])[NH:18][C:19]2[CH:24]=[CH:23][C:22]([CH2:25][NH2:26])=[CH:21][C:20]=2[O:27][CH2:28][C:29]([OH:31])=[O:30])[C:12]2[C:7](=[CH:8][C:9]([Cl:34])=[CH:10][C:11]=2[Cl:33])[CH:6]=1)=[O:4].[Li+].[OH-]. No catalyst specified. The product is [NH2:26][CH2:25][C:22]1[CH:23]=[CH:24][C:19]([NH:18][C:17]([CH2:16][O:15][C:13]2[C:12]3[C:7](=[CH:8][C:9]([Cl:34])=[CH:10][C:11]=3[Cl:33])[CH:6]=[C:5]([C:3]([OH:4])=[O:2])[CH:14]=2)=[O:32])=[C:20]([O:27][CH2:28][C:29]([OH:31])=[O:30])[CH:21]=1. The yield is 0.770. (2) The reactants are [S:1]1[C:5]2[S:6][CH2:7][CH2:8][C:9](=[O:10])[C:4]=2[CH:3]=[CH:2]1.[Br:11]Br.C([O-])(=O)C.[Na+]. The catalyst is C(O)(=O)C. The product is [Br:11][C:2]1[S:1][C:5]2[S:6][CH2:7][CH2:8][C:9](=[O:10])[C:4]=2[CH:3]=1. The yield is 0.520. (3) The reactants are Br[C:2]1[CH:3]=[C:4]2[C:8](=[CH:9][C:10]=1[Cl:11])[NH:7][CH:6]=[C:5]2[CH:12]=[O:13].[OH:14][CH2:15][C:16]1[CH:21]=[CH:20][C:19](B(O)O)=[CH:18][CH:17]=1.C(=O)([O-])[O-].[K+].[K+]. The catalyst is C1(C)C=CC=CC=1.CCO.CCOC(C)=O.CCOC(C)=O.CCCCCCC.C1C=CC(P(C2C=CC=CC=2)[C-]2C=CC=C2)=CC=1.C1C=CC(P(C2C=CC=CC=2)[C-]2C=CC=C2)=CC=1.Cl[Pd]Cl.[Fe+2]. The product is [Cl:11][C:10]1[CH:9]=[C:8]2[C:4]([C:5]([CH:12]=[O:13])=[CH:6][NH:7]2)=[CH:3][C:2]=1[C:19]1[CH:20]=[CH:21][C:16]([CH2:15][OH:14])=[CH:17][CH:18]=1. The yield is 0.200. (4) The reactants are [CH3:1][C:2]1[CH:9]=[CH:8][C:5]([CH:6]=O)=[CH:4][CH:3]=1.C1C=CC(P(C2C=CC=CC=2)C2C=CC=CC=2)=CC=1.[C:29](Br)(Br)([Br:31])[Br:30]. No catalyst specified. The product is [Br:30][C:29]([Br:31])=[CH:6][C:5]1[CH:8]=[CH:9][C:2]([CH3:1])=[CH:3][CH:4]=1. The yield is 1.00.